Regression. Given a peptide amino acid sequence and an MHC pseudo amino acid sequence, predict their binding affinity value. This is MHC class II binding data. From a dataset of Peptide-MHC class II binding affinity with 134,281 pairs from IEDB. (1) The peptide sequence is GKNSCAKNYNCKILP. The MHC is DRB1_1101 with pseudo-sequence DRB1_1101. The binding affinity (normalized) is 0.0911. (2) The peptide sequence is PFCSHHFHELQLKDG. The MHC is HLA-DQA10501-DQB10302 with pseudo-sequence HLA-DQA10501-DQB10302. The binding affinity (normalized) is 0.353. (3) The peptide sequence is SMPFGKTPVLEIDGK. The MHC is HLA-DQA10101-DQB10501 with pseudo-sequence HLA-DQA10101-DQB10501. The binding affinity (normalized) is 0.539. (4) The peptide sequence is TGRGKPGIYRFVAPGERPSG. The MHC is DRB1_0101 with pseudo-sequence DRB1_0101. The binding affinity (normalized) is 0.558. (5) The peptide sequence is SWIQSIPFVHLGHRD. The MHC is DRB1_1501 with pseudo-sequence DRB1_1501. The binding affinity (normalized) is 0.478. (6) The peptide sequence is LRYMGEDGCWYGMEI. The MHC is DRB5_0101 with pseudo-sequence DRB5_0101. The binding affinity (normalized) is 0. (7) The peptide sequence is VIPEWCCRSCTMPPV. The MHC is HLA-DQA10601-DQB10402 with pseudo-sequence HLA-DQA10601-DQB10402. The binding affinity (normalized) is 0.483. (8) The peptide sequence is AAILDGDNLFPKV. The MHC is DRB1_0401 with pseudo-sequence DRB1_0401. The binding affinity (normalized) is 0.305. (9) The peptide sequence is FYKTLRAEQASQ. The MHC is DRB1_1501 with pseudo-sequence DRB1_1501. The binding affinity (normalized) is 0.334. (10) The peptide sequence is LLKEFTVSGNILTIRLTAA. The MHC is DRB1_0301 with pseudo-sequence DRB1_0301. The binding affinity (normalized) is 0.143.